From a dataset of Catalyst prediction with 721,799 reactions and 888 catalyst types from USPTO. Predict which catalyst facilitates the given reaction. (1) Reactant: [CH:1]1([CH:7]([C:13]2[C:21]3[C:16](=[N:17][CH:18]=[CH:19][CH:20]=3)[NH:15][CH:14]=2)[CH2:8][C:9]([NH:11][CH3:12])=O)[CH2:6][CH2:5][CH2:4][CH2:3][CH2:2]1.[H-].[H-].[H-].[H-].[Li+].[Al+3]. Product: [CH:1]1([CH:7]([C:13]2[C:21]3[C:16](=[N:17][CH:18]=[CH:19][CH:20]=3)[NH:15][CH:14]=2)[CH2:8][CH2:9][NH:11][CH3:12])[CH2:2][CH2:3][CH2:4][CH2:5][CH2:6]1. The catalyst class is: 1. (2) Reactant: [CH3:1][C:2]1([CH3:37])[O:7][C@@H:6]([CH2:8][C:9]([O:11][C:12]([CH3:21])([CH3:20])[CH2:13][C:14]2[CH:19]=[CH:18][CH:17]=[CH:16][CH:15]=2)=[O:10])[CH2:5][C@@H:4]([CH2:22]S(C2N(C3C=CC=CC=3)N=NN=2)(=O)=O)[O:3]1.[F:38][C:39]1[CH:44]=[CH:43][C:42]([C:45]2[C:50]([CH:51]=O)=[C:49]([CH:53]([CH3:55])[CH3:54])[N:48]=[C:47]([N:56]([CH3:61])[S:57]([CH3:60])(=[O:59])=[O:58])[N:46]=2)=[CH:41][CH:40]=1.C[Si]([N-][Si](C)(C)C)(C)C.[Li+].[Cl-].[NH4+]. Product: [F:38][C:39]1[CH:40]=[CH:41][C:42]([C:45]2[C:50](/[CH:51]=[CH:22]/[C@H:4]3[O:3][C:2]([CH3:1])([CH3:37])[O:7][C@@H:6]([CH2:8][C:9]([O:11][C:12]([CH3:20])([CH3:21])[CH2:13][C:14]4[CH:19]=[CH:18][CH:17]=[CH:16][CH:15]=4)=[O:10])[CH2:5]3)=[C:49]([CH:53]([CH3:55])[CH3:54])[N:48]=[C:47]([N:56]([CH3:61])[S:57]([CH3:60])(=[O:59])=[O:58])[N:46]=2)=[CH:43][CH:44]=1. The catalyst class is: 54. (3) Reactant: C([O:9][CH2:10][C@@H:11]1[CH2:15][C@:14]([O:17]C(=O)C)([CH3:16])[CH:13]([N:21]2[CH:29]=[N:28][C:27]3[C:22]2=[N:23][C:24]([NH2:32])=[N:25][C:26]=3[O:30][CH3:31])[O:12]1)(=O)C1C=CC=CC=1. Product: [NH2:32][C:24]1[N:23]=[C:22]2[C:27]([N:28]=[CH:29][N:21]2[CH:13]2[C@:14]([CH3:16])([OH:17])[CH2:15][C@@H:11]([CH2:10][OH:9])[O:12]2)=[C:26]([O:30][CH3:31])[N:25]=1. The catalyst class is: 328. (4) Reactant: [NH2:1][CH2:2][CH:3]1[O:7][C:6](=O)[N:5]([C:9]2[CH:14]=[CH:13][C:12]([N:15]3[CH:19]=[C:18]([C:20]([CH3:28])([CH3:27])[O:21][SiH2:22][C:23]([CH3:26])([CH3:25])[CH3:24])[N:17]=[CH:16]3)=[C:11]([F:29])[CH:10]=2)[CH2:4]1.C(N(CC)CC)C.[C:37](OC(=O)C)(=[O:39])[CH3:38]. Product: [C:23]([SiH2:22][O:21][C:20]([CH3:28])([CH3:27])[C:18]1[N:17]=[CH:16][N:15]([C:12]2[CH:13]=[CH:14][C:9]([N:5]3[CH2:4][C@H:3]([CH2:2][NH:1][C:37](=[O:39])[CH3:38])[O:7][CH2:6]3)=[CH:10][C:11]=2[F:29])[CH:19]=1)([CH3:25])([CH3:26])[CH3:24]. The catalyst class is: 2. (5) Reactant: [OH:1][C:2]([CH3:23])([CH3:22])[CH2:3][O:4][C:5]1[CH:6]=[CH:7][C:8]([N+:19]([O-:21])=[O:20])=[C:9]([CH:18]=1)[C:10]([O:12]CC(O)(C)C)=[O:11].[OH-].[Na+].Cl. Product: [OH:1][C:2]([CH3:23])([CH3:22])[CH2:3][O:4][C:5]1[CH:6]=[CH:7][C:8]([N+:19]([O-:21])=[O:20])=[C:9]([CH:18]=1)[C:10]([OH:12])=[O:11]. The catalyst class is: 5.